This data is from Catalyst prediction with 721,799 reactions and 888 catalyst types from USPTO. The task is: Predict which catalyst facilitates the given reaction. (1) Reactant: [CH3:1][O:2][C:3]([C:5]1[S:6][C:7]([C:23]#[C:24][C:25]([CH3:28])([CH3:27])[CH3:26])=[CH:8][C:9]=1[N:10]1[C:15](=[O:16])[CH2:14][CH2:13][CH2:12][C@H:11]1[CH:17]1[CH2:22][CH2:21][CH2:20][CH2:19][CH2:18]1)=[O:4].C[Si]([N-][Si](C)(C)C)(C)C.[Na+].CC1(C)[C@@]23C4(ON4S(=O)(=[O:47])C2)C[C@H]1CC3. Product: [CH3:1][O:2][C:3]([C:5]1[S:6][C:7]([C:23]#[C:24][C:25]([CH3:28])([CH3:27])[CH3:26])=[CH:8][C:9]=1[N:10]1[C@H:11]([CH:17]2[CH2:22][CH2:21][CH2:20][CH2:19][CH2:18]2)[CH2:12][CH2:13][C@H:14]([OH:47])[C:15]1=[O:16])=[O:4]. The catalyst class is: 1. (2) Reactant: [CH2:1]([C:3]1[NH:4][CH:5]=[CH:6][CH:7]=1)[CH3:2].[CH3:8][C:9]1[CH:14]=[CH:13][C:12]([S:15](Cl)(=[O:17])=[O:16])=[CH:11][CH:10]=1.[H-].[Na+]. Product: [CH2:1]([C:3]1[N:4]([S:15]([C:12]2[CH:13]=[CH:14][C:9]([CH3:8])=[CH:10][CH:11]=2)(=[O:17])=[O:16])[CH:5]=[CH:6][CH:7]=1)[CH3:2]. The catalyst class is: 49. (3) Reactant: I[C:2]1[C:7]([CH:8]([O:13][C:14]([CH3:17])([CH3:16])[CH3:15])[C:9]([O:11][CH3:12])=[O:10])=[C:6]([CH3:18])[N:5]=[C:4]2[S:19][C:20]3[CH2:25][CH2:24][CH2:23][CH2:22][C:21]=3[C:3]=12.C(=O)([O-])[O-].[K+].[K+].[F:32][C:33]1[CH:34]=[C:35](B2OC(C)(C)C(C)(C)O2)[C:36]([CH3:43])=[C:37]2[C:42]=1[O:41][CH2:40][CH2:39][CH2:38]2.C(OCC)(=O)C. Product: [CH3:18][C:6]1[N:5]=[C:4]2[S:19][C:20]3[CH2:25][CH2:24][CH2:23][CH2:22][C:21]=3[C:3]2=[C:2]([C:35]2[C:36]([CH3:43])=[C:37]3[C:42](=[C:33]([F:32])[CH:34]=2)[O:41][CH2:40][CH2:39][CH2:38]3)[C:7]=1[CH:8]([O:13][C:14]([CH3:17])([CH3:16])[CH3:15])[C:9]([O:11][CH3:12])=[O:10]. The catalyst class is: 659. (4) The catalyst class is: 18. Reactant: [Cl:1][C:2]1[CH:16]=[CH:15][CH:14]=[CH:13][C:3]=1[CH2:4]P(=O)(OCC)OCC.[H-].[Na+].[F:19][C:20]1[CH:25]=[C:24]([F:26])[CH:23]=[CH:22][C:21]=1[C:27](=O)[CH3:28]. Product: [Cl:1][C:2]1[CH:16]=[CH:15][CH:14]=[CH:13][C:3]=1[CH:4]=[C:27]([C:21]1[CH:22]=[CH:23][C:24]([F:26])=[CH:25][C:20]=1[F:19])[CH3:28]. (5) Reactant: Cl.Cl.C[O:4][C:5]([C:7]1[CH:12]=[C:11]([NH:13][CH:14]2[CH2:19][CH2:18][NH:17][CH2:16][CH2:15]2)[N:10]=[C:9](Cl)[N:8]=1)=[O:6].[Cl:21][C:22]1[CH:29]=[CH:28][C:25]([CH:26]=O)=[CH:24][C:23]=1[O:30][CH2:31][CH3:32].[C:33]([OH:36])(=[O:35])C.C(N(C(C)C)C(C)C)C.C([BH3-])#N.[Na+].[OH-].[Na+]. Product: [Cl:21][C:22]1[CH:29]=[CH:28][C:25]([CH2:26][N:17]2[CH2:18][CH2:19][CH:14]([NH:13][C:11]3[N:10]=[C:9]([C:33]([OH:36])=[O:35])[N:8]=[C:7]([C:5]([OH:4])=[O:6])[CH:12]=3)[CH2:15][CH2:16]2)=[CH:24][C:23]=1[O:30][CH2:31][CH3:32]. The catalyst class is: 8. (6) Reactant: C[O:2][C:3]([C:5]1[CH:9]=[C:8]([C:10]2[CH:15]=[CH:14][CH:13]=[CH:12][C:11]=2[O:16][CH2:17][C:18]2[CH:23]=[CH:22][CH:21]=[CH:20][CH:19]=2)[N:7]([C:24]2[CH:25]=[C:26]([CH:30]=[CH:31][CH:32]=2)[C:27]([OH:29])=[O:28])[N:6]=1)=[O:4].[OH-].[Na+]. Product: [C:3]([C:5]1[CH:9]=[C:8]([C:10]2[CH:15]=[CH:14][CH:13]=[CH:12][C:11]=2[O:16][CH2:17][C:18]2[CH:23]=[CH:22][CH:21]=[CH:20][CH:19]=2)[N:7]([C:24]2[CH:25]=[C:26]([CH:30]=[CH:31][CH:32]=2)[C:27]([OH:29])=[O:28])[N:6]=1)([OH:4])=[O:2]. The catalyst class is: 8. (7) Reactant: [NH2:1][C:2]1[N:6]([C:7]2[CH:12]=[CH:11][CH:10]=[CH:9][CH:8]=2)[N:5]=[C:4]([C:13](OCC)=[O:14])[C:3]=1[CH2:18][NH:19][CH3:20].[OH-].[Na+].CCN(CC)CC.CCN=C=NCCCN(C)C.C1C=CC2N(O)N=NC=2C=1. Product: [NH2:1][C:2]1[N:6]([C:7]2[CH:12]=[CH:11][CH:10]=[CH:9][CH:8]=2)[N:5]=[C:4]2[C:13](=[O:14])[N:19]([CH3:20])[CH2:18][C:3]=12. The catalyst class is: 92. (8) Product: [F:15][C:16]([F:25])([F:26])[C:17]1[CH:24]=[CH:23][CH:22]=[CH:21][C:18]=1[CH2:19][NH:20][CH:11]1[CH2:12][CH2:13][N:8]([C:1]([O:3][C:4]([CH3:7])([CH3:6])[CH3:5])=[O:2])[CH2:9][CH2:10]1. Reactant: [C:1]([N:8]1[CH2:13][CH2:12][CH2:11][CH2:10][C:9]1=O)([O:3][C:4]([CH3:7])([CH3:6])[CH3:5])=[O:2].[F:15][C:16]([F:26])([F:25])[C:17]1[CH:24]=[CH:23][CH:22]=[CH:21][C:18]=1[CH2:19][NH2:20]. The catalyst class is: 63. (9) Reactant: [CH2:1]([N:5]([CH2:44][CH2:45][CH2:46][CH3:47])[C:6]([C:8]1[CH:12]=[C:11]([CH3:13])[N:10]([C:14]2[CH:19]=[CH:18][C:17]([N+:20]([O-])=O)=[CH:16][C:15]=2[C:23]([N:25]2[C@H:34]([CH2:35][O:36][Si:37]([C:40]([CH3:43])([CH3:42])[CH3:41])([CH3:39])[CH3:38])[CH2:33][C:32]3[C:27](=[CH:28][CH:29]=[CH:30][CH:31]=3)[CH2:26]2)=[O:24])[N:9]=1)=[O:7])[CH2:2][CH2:3][CH3:4]. Product: [NH2:20][C:17]1[CH:18]=[CH:19][C:14]([N:10]2[C:11]([CH3:13])=[CH:12][C:8]([C:6]([N:5]([CH2:44][CH2:45][CH2:46][CH3:47])[CH2:1][CH2:2][CH2:3][CH3:4])=[O:7])=[N:9]2)=[C:15]([C:23]([N:25]2[C@H:34]([CH2:35][O:36][Si:37]([C:40]([CH3:42])([CH3:41])[CH3:43])([CH3:39])[CH3:38])[CH2:33][C:32]3[C:27](=[CH:28][CH:29]=[CH:30][CH:31]=3)[CH2:26]2)=[O:24])[CH:16]=1. The catalyst class is: 50. (10) Reactant: [N+:1]([C:4]1[CH:5]=[C:6]2[C:10](=[CH:11][CH:12]=1)[NH:9][CH:8]=[CH:7]2)([O-:3])=[O:2].Cl.Cl[CH2:15][C:16]1[N:17]=[CH:18][S:19][CH:20]=1.C(=O)([O-])[O-].[K+].[K+]. Product: [N+:1]([C:4]1[CH:5]=[C:6]2[C:10](=[CH:11][CH:12]=1)[N:9]([CH2:15][C:16]1[N:17]=[CH:18][S:19][CH:20]=1)[CH:8]=[CH:7]2)([O-:3])=[O:2]. The catalyst class is: 9.